Dataset: Reaction yield outcomes from USPTO patents with 853,638 reactions. Task: Predict the reaction yield, written as a fraction of the theoretical maximum amount of product (1.0 means a 100% yield; for example, 0.34 means a 34% yield). (1) The reactants are [N+:1]([C:4]1[C:13]2[C:8](=[CH:9][CH:10]=[CH:11][CH:12]=2)[C:7]([OH:14])=[CH:6][CH:5]=1)([O-:3])=[O:2].C1C=CC(P(C2C=CC=CC=2)C2C=CC=CC=2)=CC=1.[NH2:34][C:35]1[CH:36]=[N:37][CH:38]=[CH:39][C:40]=1[CH2:41][CH2:42]O.CC(OC(/N=N/C(OC(C)C)=O)=O)C. The catalyst is C1COCC1. The product is [N+:1]([C:4]1[C:13]2[C:8](=[CH:9][CH:10]=[CH:11][CH:12]=2)[C:7]([O:14][CH2:42][CH2:41][C:40]2[CH:39]=[CH:38][N:37]=[CH:36][C:35]=2[NH2:34])=[CH:6][CH:5]=1)([O-:3])=[O:2]. The yield is 0.880. (2) The reactants are [F:1][C:2]1[CH:7]=[CH:6][C:5]([F:8])=[CH:4][C:3]=1[CH2:9][C:10]([N:12]1[C:20]2[C:15](=[CH:16][C:17]([C:21]3[C:25]4[C:26]([NH2:31])=[N:27][CH:28]=[C:29](I)[C:24]=4[O:23][CH:22]=3)=[CH:18][CH:19]=2)[CH2:14][CH2:13]1)=[O:11].[CH3:32]B1OB(C)OB(C)O1.C([O-])([O-])=O.[K+].[K+].CO. The catalyst is O1CCOCC1.O.CCOC(C)=O.C1C=CC(P(C2C=CC=CC=2)[C-]2C=CC=C2)=CC=1.C1C=CC(P(C2C=CC=CC=2)[C-]2C=CC=C2)=CC=1.Cl[Pd]Cl.[Fe+2].C(Cl)Cl. The product is [F:1][C:2]1[CH:7]=[CH:6][C:5]([F:8])=[CH:4][C:3]=1[CH2:9][C:10]([N:12]1[C:20]2[C:15](=[CH:16][C:17]([C:21]3[C:25]4[C:26]([NH2:31])=[N:27][CH:28]=[C:29]([CH3:32])[C:24]=4[O:23][CH:22]=3)=[CH:18][CH:19]=2)[CH2:14][CH2:13]1)=[O:11]. The yield is 0.138. (3) The reactants are Br[CH2:2][CH2:3][C:4]([O:6][CH3:7])=[O:5].CS(C)=O.O=C1O[C@H]([C@H](CO)O)C([O-])=C1O.[Na+].[CH2:25]([N:28]1[C:34](=[O:35])[C:33]2[CH:36]=[CH:37][CH:38]=[CH:39][C:32]=2[O:31][C:30]2[CH:40]=[CH:41][CH:42]=[CH:43][C:29]1=2)[C:26]#[CH:27].[N-:44]=[N+:45]=[N-:46].[Na+]. The catalyst is C(Cl)Cl.S([O-])([O-])(=O)=O.[Cu+2].C(OCC)(=O)C.O. The product is [O:35]=[C:34]1[C:33]2[CH:36]=[CH:37][CH:38]=[CH:39][C:32]=2[O:31][C:30]2[CH:40]=[CH:41][CH:42]=[CH:43][C:29]=2[N:28]1[CH2:25][C:26]1[N:44]=[N:45][N:46]([CH2:2][CH2:3][C:4]([O:6][CH3:7])=[O:5])[CH:27]=1. The yield is 0.310. (4) The reactants are [H-].[Li+].C([Al+]CC(C)C)C(C)C.[H-].C([O:16][C:17](=O)[C:18]1[CH:23]=[CH:22][CH:21]=[C:20]([CH:24]([CH3:26])[CH3:25])[C:19]=1[O:27][CH2:28][CH2:29][CH3:30])CC. The catalyst is C1COCC1. The product is [CH:24]([C:20]1[C:19]([O:27][CH2:28][CH2:29][CH3:30])=[C:18]([CH2:17][OH:16])[CH:23]=[CH:22][CH:21]=1)([CH3:26])[CH3:25]. The yield is 0.970. (5) The reactants are [CH3:1][S:2]([C:5]1[CH:31]=[CH:30][C:8]([O:9][CH2:10][C:11]2[CH:16]=[CH:15][C:14]([CH:17]3[CH2:22][CH2:21][N:20]([C:23]([O:25][C:26]([CH3:29])([CH3:28])[CH3:27])=[O:24])[CH2:19][CH2:18]3)=[CH:13][N:12]=2)=[CH:7][CH:6]=1)(=[O:4])=[O:3].F[C:33](F)(F)C(O)=O.C(N(CC)CC)C.C(OC(OC(CC)(C)C)=O)(OC(CC)(C)C)=O. The catalyst is ClCCl.O1CCCC1.O. The product is [CH3:1][S:2]([C:5]1[CH:6]=[CH:7][C:8]([O:9][CH2:10][C:11]2[CH:16]=[CH:15][C:14]([CH:17]3[CH2:18][CH2:19][N:20]([C:23]([O:25][C:26]([CH3:28])([CH3:27])[CH2:29][CH3:33])=[O:24])[CH2:21][CH2:22]3)=[CH:13][N:12]=2)=[CH:30][CH:31]=1)(=[O:3])=[O:4]. The yield is 0.910. (6) The reactants are [OH:1][CH2:2][C:3]1[CH2:4][C@@H:5]([OH:21])[C@H:6]2[CH2:15][CH2:14][CH:13]3[C@:8]([CH3:18])([CH2:9][CH2:10][CH2:11][C:12]3([CH3:17])[CH3:16])[C@H:7]2[CH2:19][CH:20]=1.CC1(C)N([O])C(C)(C)CCC1.C([O-])(O)=O.[Na+].C([O-])([O-])=O.[K+].[K+].C1C(=O)N(Cl)C(=O)C1. The catalyst is C(Cl)Cl. The product is [OH:21][C@H:5]1[CH:6]2[CH2:15][CH2:14][CH:13]3[C@@:8]([CH3:18])([CH:7]2[CH2:19][CH:20]=[C:3]([CH:2]=[O:1])[CH2:4]1)[CH2:9][CH2:10][CH2:11][C:12]3([CH3:16])[CH3:17]. The yield is 0.640. (7) The reactants are [CH2:1]([C:3]([C:13]1[CH:26]=[CH:25][C:16]([O:17][CH2:18][C:19](=[O:24])[C:20]([CH3:23])([CH3:22])[CH3:21])=[C:15]([CH3:27])[CH:14]=1)([C:6]1[CH:11]=[CH:10][C:9](I)=[CH:8][CH:7]=1)[CH2:4][CH3:5])[CH3:2].[CH3:28][N:29](C=O)C. The catalyst is CCOCC.[C-]#N.[C-]#N.[Zn+2].C1C=CC(/C=C/C(/C=C/C2C=CC=CC=2)=O)=CC=1.C1C=CC(/C=C/C(/C=C/C2C=CC=CC=2)=O)=CC=1.C1C=CC(/C=C/C(/C=C/C2C=CC=CC=2)=O)=CC=1.[Pd].[Pd].C1C=CC(P(C2C=CC=CC=2)[C-]2C=CC=C2)=CC=1.C1C=CC(P(C2C=CC=CC=2)[C-]2C=CC=C2)=CC=1.[Fe+2]. The product is [CH3:21][C:20]([CH3:23])([CH3:22])[C:19](=[O:24])[CH2:18][O:17][C:16]1[CH:25]=[CH:26][C:13]([C:3]([C:6]2[CH:11]=[CH:10][C:9]([C:28]#[N:29])=[CH:8][CH:7]=2)([CH2:4][CH3:5])[CH2:1][CH3:2])=[CH:14][C:15]=1[CH3:27]. The yield is 0.460.